This data is from HIV replication inhibition screening data with 41,000+ compounds from the AIDS Antiviral Screen. The task is: Binary Classification. Given a drug SMILES string, predict its activity (active/inactive) in a high-throughput screening assay against a specified biological target. (1) The compound is Cc1cc(CO)c(O)c(CN(CCO)CCO)c1. The result is 0 (inactive). (2) The molecule is CCCC=CC=CC(=O)OC1C(C)C2(O)C3C=C(C)C(=O)C3CC(COC(C)=O)=CC2C2C(C)(C)C12OC(=O)C(C)C. The result is 0 (inactive). (3) The molecule is CC(=O)O.CNCCNc1ccc2c3c(nn2CCNCCO)-c2c(O)ccc(O)c2C(=O)c13. The result is 0 (inactive). (4) The compound is CC(=CO[Si](C)(C)C)c1ccccc1. The result is 0 (inactive). (5) The result is 0 (inactive). The compound is O=C(O)c1ccc(S(=O)(=O)O)o1. (6) The drug is C#CC1(O)CCC2C3CCC4=C(CCC(=O)C4)C3CCC21C. The result is 1 (active).